Dataset: Forward reaction prediction with 1.9M reactions from USPTO patents (1976-2016). Task: Predict the product of the given reaction. Given the reactants [CH:1]1([NH:4][C:5]2[N:10]3[N:11]=[CH:12][C:13]([CH:14]=O)=[C:9]3[N:8]=[C:7]([S:16][CH3:17])[N:6]=2)[CH2:3][CH2:2]1.[NH:18]1[CH2:24][C:22](=[O:23])[NH:21][C:19]1=[O:20].N1CCCCC1, predict the reaction product. The product is: [CH:1]1([NH:4][C:5]2[N:10]3[N:11]=[CH:12][C:13](/[CH:14]=[C:24]4/[C:22](=[O:23])[NH:21][C:19](=[O:20])[NH:18]/4)=[C:9]3[N:8]=[C:7]([S:16][CH3:17])[N:6]=2)[CH2:3][CH2:2]1.